From a dataset of Reaction yield outcomes from USPTO patents with 853,638 reactions. Predict the reaction yield, written as a fraction of the theoretical maximum amount of product (1.0 means a 100% yield; for example, 0.34 means a 34% yield). (1) The reactants are [CH:1]([SiH:4]([CH:14]([CH3:16])[CH3:15])[C:5]1[CH:13]=[CH:12][C:8]([C:9]([OH:11])=[O:10])=[CH:7][CH:6]=1)([CH3:3])[CH3:2].OS(O)(=O)=O.[CH3:22]O. The catalyst is C(Cl)(Cl)Cl. The product is [CH3:22][O:10][C:9](=[O:11])[C:8]1[CH:12]=[CH:13][C:5]([SiH:4]([CH:1]([CH3:3])[CH3:2])[CH:14]([CH3:16])[CH3:15])=[CH:6][CH:7]=1. The yield is 0.930. (2) The reactants are [C:1]1([C:22]2[CH:27]=[CH:26][CH:25]=[CH:24][CH:23]=2)[CH:6]=[CH:5][C:4]([CH2:7][NH:8][C:9]2[N:17]=[C:16](Cl)[N:15]=[C:14]3[C:10]=2[N:11]=[CH:12][N:13]3[CH:19]([CH3:21])[CH3:20])=[CH:3][CH:2]=1.[F-].[K+].[NH2:30][C@H:31]([CH2:34][CH3:35])[CH2:32][OH:33].CCOCC. The catalyst is O. The product is [C:1]1([C:22]2[CH:27]=[CH:26][CH:25]=[CH:24][CH:23]=2)[CH:6]=[CH:5][C:4]([CH2:7][NH:8][C:9]2[N:17]=[C:16]([NH:30][C@H:31]([CH2:34][CH3:35])[CH2:32][OH:33])[N:15]=[C:14]3[C:10]=2[N:11]=[CH:12][N:13]3[CH:19]([CH3:21])[CH3:20])=[CH:3][CH:2]=1. The yield is 0.710. (3) The product is [F:25][C:26]1[CH:27]=[C:28]([CH:40]=[CH:41][CH:42]=1)[CH2:29][N:30]1[C:38]2[C:33](=[CH:34][C:35]([NH:39][C:10]3[C:11]4=[C:3]([CH2:2][OH:18])[CH:4]=[CH:5][N:6]4[N:7]=[CH:8][N:9]=3)=[CH:36][CH:37]=2)[CH:32]=[N:31]1. The yield is 0.650. The reactants are Br[CH2:2][C:3]1[CH:4]=[CH:5][N:6]2[C:11]=1[C:10](Cl)=[N:9][CH:8]=[N:7]2.C([O-])(O)=O.[Na+].[O-:18]S([O-])(=O)=O.[Na+].[Na+].[F:25][C:26]1[CH:27]=[C:28]([CH:40]=[CH:41][CH:42]=1)[CH2:29][N:30]1[C:38]2[C:33](=[CH:34][C:35]([NH2:39])=[CH:36][CH:37]=2)[CH:32]=[N:31]1. The catalyst is C(#N)C.O. (4) The reactants are [OH:1][CH2:2][CH2:3][N:4]1[CH:8]=[C:7]([CH2:9][C:10]([F:13])([F:12])[F:11])[N:6]=[C:5]1[CH:14]1[CH2:19][CH2:18][N:17]([C:20]2[C:21]3[C@H:29]([C:30]([F:33])([F:32])[F:31])[CH2:28][C:27](=[O:34])[NH:26][C:22]=3[N:23]=[CH:24][N:25]=2)[CH2:16][CH2:15]1.C(N(CC)CC)C.[CH3:42][S:43](Cl)(=[O:45])=[O:44]. The catalyst is ClCCl. The product is [CH3:42][S:43]([O:1][CH2:2][CH2:3][N:4]1[CH:8]=[C:7]([CH2:9][C:10]([F:12])([F:11])[F:13])[N:6]=[C:5]1[CH:14]1[CH2:15][CH2:16][N:17]([C:20]2[C:21]3[C@H:29]([C:30]([F:33])([F:32])[F:31])[CH2:28][C:27](=[O:34])[NH:26][C:22]=3[N:23]=[CH:24][N:25]=2)[CH2:18][CH2:19]1)(=[O:45])=[O:44]. The yield is 0.960. (5) The reactants are [Cl:1][C:2]1[CH:3]=[C:4]([C@H:9]([NH:13][C:14](=[O:20])[O:15][C:16]([CH3:19])([CH3:18])[CH3:17])[CH2:10][CH2:11][OH:12])[CH:5]=[CH:6][C:7]=1[Cl:8].[CH2:21]1COCC1.[H-].[Na+].CI. The catalyst is O. The product is [Cl:1][C:2]1[CH:3]=[C:4]([C@H:9]([NH:13][C:14](=[O:20])[O:15][C:16]([CH3:17])([CH3:19])[CH3:18])[CH2:10][CH2:11][O:12][CH3:21])[CH:5]=[CH:6][C:7]=1[Cl:8]. The yield is 0.280.